This data is from Forward reaction prediction with 1.9M reactions from USPTO patents (1976-2016). The task is: Predict the product of the given reaction. Given the reactants [CH2:1]([O:3][C:4]1[CH:5]=[C:6]([CH:9]=[C:10]([O:13][CH2:14][CH3:15])[C:11]=1I)[CH:7]=[O:8])[CH3:2].[F:16][C:17]1[CH:22]=[CH:21][C:20](B(O)O)=[CH:19][CH:18]=1.[O-]P([O-])([O-])=O.[K+].[K+].[K+].C1(P(C2CCCCC2)C2CCCCC2)CCCCC1.O=O, predict the reaction product. The product is: [CH2:1]([O:3][C:4]1[CH:5]=[C:6]([CH:7]=[O:8])[CH:9]=[C:10]([O:13][CH2:14][CH3:15])[C:11]=1[C:20]1[CH:21]=[CH:22][C:17]([F:16])=[CH:18][CH:19]=1)[CH3:2].